The task is: Predict the product of the given reaction.. This data is from Forward reaction prediction with 1.9M reactions from USPTO patents (1976-2016). (1) Given the reactants [CH3:1][C:2]1[C:6]([CH2:7][C:8]2[CH:9]=[C:10]([CH:15]=[CH:16][CH:17]=2)[C:11]([O:13][CH3:14])=[O:12])=[C:5]([CH3:18])[NH:4][N:3]=1.[Cl:19][C:20]1[CH:27]=[C:26](F)[CH:25]=[CH:24][C:21]=1[C:22]#[N:23], predict the reaction product. The product is: [Cl:19][C:20]1[CH:27]=[C:26]([N:4]2[C:5]([CH3:18])=[C:6]([CH2:7][C:8]3[CH:9]=[C:10]([CH:15]=[CH:16][CH:17]=3)[C:11]([O:13][CH3:14])=[O:12])[C:2]([CH3:1])=[N:3]2)[CH:25]=[CH:24][C:21]=1[C:22]#[N:23]. (2) Given the reactants [CH3:1][O:2][C:3]1[CH:8]=[CH:7][C:6]([N:9]2[CH2:14][CH2:13][O:12][CH2:11][CH2:10]2)=[CH:5][C:4]=1[NH:15][C:16]([C:18]1[NH:27][C:21]2=[N:22][C:23]([CH3:26])=[CH:24][CH:25]=[C:20]2[N:19]=1)=[S:17].Br.CC(O)=O.CS(C)=O.[OH-].[NH4+], predict the reaction product. The product is: [CH3:1][O:2][C:3]1[C:4]2[N:15]=[C:16]([C:18]3[NH:27][C:21]4=[N:22][C:23]([CH3:26])=[CH:24][CH:25]=[C:20]4[N:19]=3)[S:17][C:5]=2[C:6]([N:9]2[CH2:10][CH2:11][O:12][CH2:13][CH2:14]2)=[CH:7][CH:8]=1. (3) Given the reactants [C:1]([O:5][C:6](=[O:12])[CH2:7][NH:8][CH2:9][CH2:10][OH:11])([CH3:4])([CH3:3])[CH3:2].[C:13]([O:28][C@H:29]([CH2:34][CH2:35][CH2:36][CH2:37][CH2:38][CH2:39][CH2:40][CH2:41][CH2:42][CH2:43][CH3:44])[CH2:30][C:31](O)=[O:32])(=[O:27])[CH2:14][CH2:15][CH2:16][CH2:17][CH2:18][CH2:19][CH2:20][CH2:21][CH2:22][CH2:23][CH2:24][CH2:25][CH3:26].C(Cl)CCl.CI, predict the reaction product. The product is: [C:1]([O:5][C:6](=[O:12])[CH2:7][N:8]([CH2:9][CH2:10][OH:11])[C:31](=[O:32])[CH2:30][C@H:29]([O:28][C:13](=[O:27])[CH2:14][CH2:15][CH2:16][CH2:17][CH2:18][CH2:19][CH2:20][CH2:21][CH2:22][CH2:23][CH2:24][CH2:25][CH3:26])[CH2:34][CH2:35][CH2:36][CH2:37][CH2:38][CH2:39][CH2:40][CH2:41][CH2:42][CH2:43][CH3:44])([CH3:4])([CH3:2])[CH3:3]. (4) Given the reactants [CH3:1][C:2]1([OH:12])[CH2:11][CH2:10][C:5]2(OCC[O:6]2)[CH2:4][CH2:3]1.CC(C)=O.C1(C)C=CC(S([O-])(=O)=O)=CC=1.[NH+]1C=CC=CC=1, predict the reaction product. The product is: [OH:12][C:2]1([CH3:1])[CH2:11][CH2:10][C:5](=[O:6])[CH2:4][CH2:3]1. (5) Given the reactants [Cl:1][C:2]1[CH:26]=[CH:25][C:24]([Cl:27])=[CH:23][C:3]=1[O:4][C:5]1[CH:10]=[CH:9][N:8]=[CH:7][C:6]=1[C:11](N1C2C(=CC=CC=2)CCC1)=[O:12].[Cl:28][C:29]1[CH:30]=[C:31]([N:37]([CH:39]2[CH2:41][CH2:40]2)[CH3:38])[C:32]([NH2:36])=[CH:33][C:34]=1[F:35], predict the reaction product. The product is: [Cl:28][C:29]1[C:34]([F:35])=[CH:33][C:32]([NH:36][C:11](=[O:12])[C:6]2[C:5]([O:4][C:3]3[CH:23]=[C:24]([Cl:27])[CH:25]=[CH:26][C:2]=3[Cl:1])=[CH:10][CH:9]=[N:8][CH:7]=2)=[C:31]([N:37]([CH:39]2[CH2:40][CH2:41]2)[CH3:38])[CH:30]=1. (6) Given the reactants C([NH:4][CH:5]([C:13]1[NH:14][C:15]2[CH:21]=[C:20]([Cl:22])[CH:19]=[CH:18][C:16]=2[N:17]=1)[CH2:6][C:7]1[CH:12]=[CH:11][CH:10]=[CH:9][CH:8]=1)(=O)C.ClCCl.C(O)C, predict the reaction product. The product is: [Cl:22][C:20]1[CH:19]=[CH:18][C:16]2[N:17]=[C:13]([CH:5]([NH2:4])[CH2:6][C:7]3[CH:12]=[CH:11][CH:10]=[CH:9][CH:8]=3)[NH:14][C:15]=2[CH:21]=1. (7) Given the reactants [Al+3].[Cl-].[Cl-].[Cl-].[Br:5][C:6]1[CH:11]=[CH:10][CH:9]=[CH:8][CH:7]=1.[Br:12][CH2:13][CH2:14][C:15](Cl)=[O:16], predict the reaction product. The product is: [Br:12][CH2:13][CH2:14][C:15]([C:9]1[CH:10]=[CH:11][C:6]([Br:5])=[CH:7][CH:8]=1)=[O:16]. (8) Given the reactants [N-:1]=[N+:2]=[N-:3].[Na+].[CH3:5][O:6][C:7]1[CH:8]=[C:9]([C:15](=[O:23])[CH:16]=[CH:17][C:18]([O:20][CH2:21][CH3:22])=[O:19])[CH:10]=[CH:11][C:12]=1[O:13][CH3:14].N([O-])=O.[Na+].Cl, predict the reaction product. The product is: [CH3:5][O:6][C:7]1[CH:8]=[C:9]([CH:10]=[CH:11][C:12]=1[O:13][CH3:14])[C:15]([C:16]1[NH:3][N:2]=[N:1][C:17]=1[C:18]([O:20][CH2:21][CH3:22])=[O:19])=[O:23].